Task: Predict the product of the given reaction.. Dataset: Forward reaction prediction with 1.9M reactions from USPTO patents (1976-2016) Given the reactants [CH3:1][O:2][C:3]([C:5]1[CH:6]=[C:7]2[C:12](=[CH:13][CH:14]=1)[N:11]=[C:10]([NH:15][NH2:16])[C:9]([Cl:17])=[N:8]2)=[O:4].[CH3:18][O:19][C:20](OC)(OC)OC, predict the reaction product. The product is: [CH3:1][O:2][C:3]([C:5]1[CH:6]=[C:7]2[C:12](=[CH:13][CH:14]=1)[N:11]1[C:18]([O:19][CH3:20])=[N:16][N:15]=[C:10]1[C:9]([Cl:17])=[N:8]2)=[O:4].